This data is from Full USPTO retrosynthesis dataset with 1.9M reactions from patents (1976-2016). The task is: Predict the reactants needed to synthesize the given product. (1) Given the product [CH3:17][O:16][C:20]([C:10]1[CH:11]=[C:12]2[C:7](=[CH:8][CH:9]=1)[NH:6][N:5]=[CH:4]2)=[O:13], predict the reactants needed to synthesize it. The reactants are: C([C:4]1[C:12]2[C:7](=[CH:8][CH:9]=[CH:10][CH:11]=2)[NH:6][N:5]=1)(=O)C.[OH-:13].[Na+].Cl.[O:16]1[CH2:20]CC[CH2:17]1. (2) Given the product [C:1]([O:4][C@@H:5]([CH3:24])[CH2:6][CH2:7][CH2:8][CH2:9][N:10]1[C:19](=[O:20])[C:18]2[N:17]([CH2:31][C:32]3[CH:37]=[CH:36][CH:35]=[CH:34][CH:33]=3)[C:16]([CH2:21][OH:22])=[N:15][C:14]=2[N:13]([CH3:23])[C:11]1=[O:12])(=[O:3])[CH3:2], predict the reactants needed to synthesize it. The reactants are: [C:1]([O:4][C@@H:5]([CH3:24])[CH2:6][CH2:7][CH2:8][CH2:9][N:10]1[C:19](=[O:20])[C:18]2[NH:17][C:16]([CH2:21][OH:22])=[N:15][C:14]=2[N:13]([CH3:23])[C:11]1=[O:12])(=[O:3])[CH3:2].C(=O)([O-])[O-].[K+].[K+].[CH2:31](Br)[C:32]1[CH:37]=[CH:36][CH:35]=[CH:34][CH:33]=1.